From a dataset of Reaction yield outcomes from USPTO patents with 853,638 reactions. Predict the reaction yield, written as a fraction of the theoretical maximum amount of product (1.0 means a 100% yield; for example, 0.34 means a 34% yield). (1) The reactants are Cl[CH2:2][CH2:3][CH2:4][O:5][C:6]1[CH:11]=[CH:10][C:9]([C:12]2[S:13][C:14]3[CH2:20][CH2:19][CH2:18][CH:17]([OH:21])[C:15]=3[N:16]=2)=[CH:8][CH:7]=1.C(=O)([O-])[O-].[K+].[K+].[I-].[Na+].[CH3:30][CH:31]1[CH2:35][CH2:34][CH2:33][NH:32]1. The catalyst is C(#N)C.O. The product is [CH3:30][CH:31]1[CH2:35][CH2:34][CH2:33][N:32]1[CH2:2][CH2:3][CH2:4][O:5][C:6]1[CH:11]=[CH:10][C:9]([C:12]2[S:13][C:14]3[CH2:20][CH2:19][CH2:18][CH:17]([OH:21])[C:15]=3[N:16]=2)=[CH:8][CH:7]=1. The yield is 0.130. (2) The yield is 0.100. The reactants are [C:1]([NH:5][C:6]1[CH:11]=[C:10](Cl)[N:9]=[C:8]([Cl:13])[N:7]=1)([CH3:4])([CH3:3])[CH3:2].[CH3:14][O:15][C:16]([C:18]1([C:22]2[CH:27]=[CH:26][C:25]([NH2:28])=[CH:24][CH:23]=2)[CH2:21][CH2:20][CH2:19]1)=[O:17].C1(P(C2C=CC=CC=2)CCCP(C2C=CC=CC=2)C2C=CC=CC=2)C=CC=CC=1.CC(C)([O-])C.[Na+]. The catalyst is C1(C)C=CC=CC=1.ClCCl. The product is [CH3:14][O:15][C:16]([C:18]1([C:22]2[CH:23]=[CH:24][C:25]([NH:28][C:10]3[CH:11]=[C:6]([NH:5][C:1]([CH3:4])([CH3:3])[CH3:2])[N:7]=[C:8]([Cl:13])[N:9]=3)=[CH:26][CH:27]=2)[CH2:19][CH2:20][CH2:21]1)=[O:17]. (3) The reactants are [O:1]=[C:2]1[C@@H:6]([N:7]2[C:13](=[O:14])[CH2:12][CH2:11][N:10]([C:15]3[CH:20]=[CH:19][CH:18]=[C:17]([C:21]([F:24])([F:23])[F:22])[CH:16]=3)[CH2:9][CH2:8]2)[CH2:5][CH2:4][O:3]1.[CH3:25][NH:26][CH3:27]. No catalyst specified. The product is [OH:3][CH2:4][CH2:5][C@H:6]([N:7]1[C:13](=[O:14])[CH2:12][CH2:11][N:10]([C:15]2[CH:20]=[CH:19][CH:18]=[C:17]([C:21]([F:23])([F:22])[F:24])[CH:16]=2)[CH2:9][CH2:8]1)[C:2]([N:26]([CH3:27])[CH3:25])=[O:1]. The yield is 1.00. (4) The reactants are [CH3:1][N:2]1[CH2:7][CH2:6][CH:5]([O:8][C:9]2[CH:17]=[CH:16][C:12]([C:13]([OH:15])=O)=[CH:11][C:10]=2[C:18]([F:21])([F:20])[F:19])[CH2:4][CH2:3]1.[NH2:22][C@H:23]1[C@H:28]2[C@@H:24]1[O:25][C:26]1[CH:32]=[CH:31][C:30]([O:33][C:34]3[CH:43]=[CH:42][N:41]=[C:40]4[C:35]=3[CH2:36][CH2:37][C:38](=[O:44])[NH:39]4)=[CH:29][C:27]=12.CN(C(ON1N=NC2C=CC=NC1=2)=[N+](C)C)C.F[P-](F)(F)(F)(F)F.CCN(C(C)C)C(C)C. The catalyst is CN(C=O)C. The product is [CH3:1][N:2]1[CH2:3][CH2:4][CH:5]([O:8][C:9]2[CH:17]=[CH:16][C:12]([C:13]([NH:22][C@H:23]3[C@H:28]4[C@@H:24]3[O:25][C:26]3[CH:32]=[CH:31][C:30]([O:33][C:34]5[C:35]6[CH2:36][CH2:37][C:38](=[O:44])[NH:39][C:40]=6[N:41]=[CH:42][CH:43]=5)=[CH:29][C:27]=34)=[O:15])=[CH:11][C:10]=2[C:18]([F:21])([F:19])[F:20])[CH2:6][CH2:7]1. The yield is 0.132. (5) The reactants are [Cl:1][C:2]1[CH:3]=[C:4]([CH:37]=[CH:38][CH:39]=1)[CH2:5][N:6]([CH:16]1[CH2:21][CH2:20][N:19]([CH:22]([CH3:36])[CH2:23][CH2:24][NH:25][C:26](=[O:35])[C:27]2[C:32]([CH3:33])=[CH:31][CH:30]=[CH:29][C:28]=2[CH3:34])[CH2:18][CH2:17]1)[C:7]1[CH:15]=[CH:14][C:10]([C:11](O)=[O:12])=[CH:9][CH:8]=1.Cl.[CH3:41][NH:42][O:43][CH3:44]. No catalyst specified. The product is [Cl:1][C:2]1[CH:3]=[C:4]([CH:37]=[CH:38][CH:39]=1)[CH2:5][N:6]([C:7]1[CH:8]=[CH:9][C:10]([C:11](=[O:12])[N:42]([O:43][CH3:44])[CH3:41])=[CH:14][CH:15]=1)[CH:16]1[CH2:17][CH2:18][N:19]([CH:22]([CH3:36])[CH2:23][CH2:24][NH:25][C:26](=[O:35])[C:27]2[C:32]([CH3:33])=[CH:31][CH:30]=[CH:29][C:28]=2[CH3:34])[CH2:20][CH2:21]1. The yield is 0.840.